This data is from Full USPTO retrosynthesis dataset with 1.9M reactions from patents (1976-2016). The task is: Predict the reactants needed to synthesize the given product. (1) Given the product [Cl:1][C:2]1[CH:3]=[C:4](/[CH:9]=[CH:10]/[C:11]([N:13]2[CH2:19][CH2:18][C:17](=[O:20])[N:16]([CH2:22][C:23]3([CH3:26])[CH2:25][O:24]3)[CH2:15][CH2:14]2)=[O:12])[CH:5]=[CH:6][C:7]=1[Cl:8], predict the reactants needed to synthesize it. The reactants are: [Cl:1][C:2]1[CH:3]=[C:4](/[CH:9]=[CH:10]/[C:11]([N:13]2[CH2:19][CH2:18][C:17](=[O:20])[NH:16][CH2:15][CH2:14]2)=[O:12])[CH:5]=[CH:6][C:7]=1[Cl:8].Cl[CH2:22][C:23]1([CH3:26])[CH2:25][O:24]1.[I-].[K+]. (2) Given the product [CH3:16][O:1][C:2]1[C:7]([CH:8]=[O:9])=[CH:6][CH:5]=[CH:4][C:3]=1[CH:10]=[O:11], predict the reactants needed to synthesize it. The reactants are: [OH:1][C:2]1[C:7]([CH:8]=[O:9])=[CH:6][CH:5]=[CH:4][C:3]=1[CH:10]=[O:11].S(OC)(O[CH3:16])(=O)=O.C(#N)C.C(=O)([O-])[O-].[K+].[K+]. (3) Given the product [CH2:8]([O:15][C:16](=[O:28])[C@@H:17]([NH2:20])[CH2:18][CH3:19])[C:9]1[CH:14]=[CH:13][CH:12]=[CH:11][CH:10]=1, predict the reactants needed to synthesize it. The reactants are: Cl.C(OCC)(=O)C.[CH2:8]([O:15][C:16](=[O:28])[C@@H:17]([NH:20]C(OC(C)(C)C)=O)[CH2:18][CH3:19])[C:9]1[CH:14]=[CH:13][CH:12]=[CH:11][CH:10]=1. (4) Given the product [Cl:17][C:18]1[CH:31]=[CH:30][C:21]([C:22]2[CH:27]=[C:26]([CH3:28])[C:25]([CH:6]3[C:5](=[O:8])[CH:34]4[CH2:35][CH:10]([CH2:38][CH2:33]4)[C:9]3=[O:12])=[CH:24][CH:23]=2)=[CH:20][CH:19]=1, predict the reactants needed to synthesize it. The reactants are: C(Cl)(Cl)Cl.[C:5]([O-:8])(=O)[CH3:6].[C:9]([O-:12])(=O)[CH3:10].C([O-])(=O)C.[Cl:17][C:18]1[CH:31]=[CH:30][C:21]([C:22]2[CH:27]=[C:26]([CH3:28])[C:25]([Pb+3])=[CH:24][CH:23]=2)=[CH:20][CH:19]=1.Cl.[C:33]1(C)[CH:38]=CC=[CH:35][CH:34]=1. (5) Given the product [Cl:45][CH2:46][C@@H:47]([OH:54])[CH2:48][C:49]([O:51][CH2:52][CH3:53])=[O:50], predict the reactants needed to synthesize it. The reactants are: C1(P(C2C=CC=CC=2)C2C=CC3OCOC=3C=2C2C3OCOC=3C=CC=2P(C2C=CC=CC=2)C2C=CC=CC=2)C=CC=CC=1.[Cl:45][CH2:46][C:47](=[O:54])[CH2:48][C:49]([O:51][CH2:52][CH3:53])=[O:50]. (6) Given the product [CH3:12][CH:13]([CH3:29])[C:14]([O:16][CH2:17][O:18][C:19]([NH:11][CH2:10][C@H:2]1[CH2:3][CH2:4][C@H:5]([C:7]([OH:9])=[O:8])[CH2:6][CH2:1]1)=[O:20])=[O:15], predict the reactants needed to synthesize it. The reactants are: [CH2:1]1[CH2:6][C@H:5]([C:7]([OH:9])=[O:8])[CH2:4][CH2:3][C@H:2]1[CH2:10][NH2:11].[CH3:12][CH:13]([CH3:29])[C:14]([O:16][CH2:17][O:18][C:19](ON1C(=O)CCC1=O)=[O:20])=[O:15].